Task: Predict the reactants needed to synthesize the given product.. Dataset: Full USPTO retrosynthesis dataset with 1.9M reactions from patents (1976-2016) (1) Given the product [F:26][C:25]([F:28])([F:27])[C:23]([OH:29])=[O:24].[CH3:6][NH:7][C:8]1[CH:9]=[N:10][CH:11]=[CH:12][C:13]=1[N:14]1[CH2:19][CH2:18][CH2:17][CH2:16][CH:15]1[CH3:20], predict the reactants needed to synthesize it. The reactants are: C(O[C:6](=O)[N:7](C)[C:8]1[CH:9]=[N:10][CH:11]=[CH:12][C:13]=1[N:14]1[CH2:19][CH2:18][CH2:17][CH2:16][CH:15]1[CH3:20])(C)(C)C.[C:23]([OH:29])([C:25]([F:28])([F:27])[F:26])=[O:24]. (2) Given the product [Br:1][C:2]1[CH:3]=[CH:4][C:5]([C:8]2([C:13]([F:16])([F:14])[F:15])[CH2:12][CH2:11][CH2:10][N:9]2[CH3:18])=[CH:6][CH:7]=1, predict the reactants needed to synthesize it. The reactants are: [Br:1][C:2]1[CH:7]=[CH:6][C:5]([C:8]2([C:13]([F:16])([F:15])[F:14])[CH2:12][CH2:11][CH2:10][NH:9]2)=[CH:4][CH:3]=1.I[CH3:18].[H-].[Na+]. (3) The reactants are: [CH2:1]([O:3][C:4]([C:6]1[CH:7]=[C:8]2[C:13](=[CH:14][CH:15]=1)[NH:12][CH:11]([C:16]1[CH:21]=[C:20]([CH3:22])[CH:19]=[C:18](Br)[CH:17]=1)[C:10]([CH3:25])([CH3:24])[CH2:9]2)=[O:5])[CH3:2].[NH:26]1[CH2:31][CH2:30][O:29][CH2:28][CH2:27]1.CN(C)CC(O)=O.C(=O)([O-])[O-].[K+].[K+]. Given the product [CH2:1]([O:3][C:4]([C:6]1[CH:7]=[C:8]2[C:13](=[CH:14][CH:15]=1)[NH:12][CH:11]([C:16]1[CH:17]=[C:18]([N:26]3[CH2:31][CH2:30][O:29][CH2:28][CH2:27]3)[CH:19]=[C:20]([CH3:22])[CH:21]=1)[C:10]([CH3:25])([CH3:24])[CH2:9]2)=[O:5])[CH3:2], predict the reactants needed to synthesize it.